The task is: Predict the reaction yield, written as a fraction of the theoretical maximum amount of product (1.0 means a 100% yield; for example, 0.34 means a 34% yield).. This data is from Reaction yield outcomes from USPTO patents with 853,638 reactions. (1) The reactants are C(O)(=O)C.FC(F)(F)C(O)=O.[BH4-].[Na+].[CH3:14][N:15]1[CH2:20][CH2:19][N:18]([C:21]2[CH:26]=[CH:25][C:24]([CH:27](O)[C:28]#[CH:29])=[CH:23][CH:22]=2)[CH2:17][CH2:16]1. The catalyst is C(Cl)Cl. The product is [CH3:14][N:15]1[CH2:20][CH2:19][N:18]([C:21]2[CH:26]=[CH:25][C:24]([CH2:27][C:28]#[CH:29])=[CH:23][CH:22]=2)[CH2:17][CH2:16]1. The yield is 0.868. (2) The reactants are Cl[C:2]1[C:11]2[C:6](=[CH:7][CH:8]=[C:9]([C:12]([O:14]C)=[O:13])[CH:10]=2)[N:5]=[C:4]([C:16]([F:19])([F:18])[F:17])[CH:3]=1.C1C=CC(P(C2C(C3C(P(C4C=CC=CC=4)C4C=CC=CC=4)=CC=C4C=3C=CC=C4)=C3C(C=CC=C3)=CC=2)C2C=CC=CC=2)=CC=1.C(=O)([O-])[O-].[Cs+].[Cs+].[CH:72]1([NH2:78])[CH2:77][CH2:76][CH2:75][CH2:74][CH2:73]1. The catalyst is [Cl-].[Na+].O.C([O-])(=O)C.[Pd+2].C([O-])(=O)C.CN(C)C=O. The product is [CH:72]1([NH:78][C:2]2[C:11]3[C:6](=[CH:7][CH:8]=[C:9]([C:12]([OH:14])=[O:13])[CH:10]=3)[N:5]=[C:4]([C:16]([F:19])([F:18])[F:17])[CH:3]=2)[CH2:77][CH2:76][CH2:75][CH2:74][CH2:73]1. The yield is 0.100.